Dataset: Reaction yield outcomes from USPTO patents with 853,638 reactions. Task: Predict the reaction yield, written as a fraction of the theoretical maximum amount of product (1.0 means a 100% yield; for example, 0.34 means a 34% yield). (1) The reactants are [CH2:1]([O:8][C:9]1[C:14](=[O:15])[N:13]=[C:12]([CH2:16][C:17]2[CH:22]=[CH:21][CH:20]=[CH:19][C:18]=2[Br:23])[NH:11][C:10]=1[C:24]([OH:26])=O)[C:2]1[CH:7]=[CH:6][CH:5]=[CH:4][CH:3]=1.[Si:27]([O:34][CH2:35][CH2:36][NH:37][CH:38]([CH3:40])[CH3:39])([C:30]([CH3:33])([CH3:32])[CH3:31])([CH3:29])[CH3:28].O=P(Cl)(Cl)Cl. The catalyst is N1C=CC=CC=1. The product is [Si:27]([O:34][CH2:35][CH2:36][N:37]([CH:38]([CH3:40])[CH3:39])[C:24]([C:10]1[NH:11][C:12]([CH2:16][C:17]2[CH:22]=[CH:21][CH:20]=[CH:19][C:18]=2[Br:23])=[N:13][C:14](=[O:15])[C:9]=1[O:8][CH2:1][C:2]1[CH:7]=[CH:6][CH:5]=[CH:4][CH:3]=1)=[O:26])([C:30]([CH3:33])([CH3:32])[CH3:31])([CH3:29])[CH3:28]. The yield is 0.512. (2) The reactants are [CH2:1]([N:3]1[CH2:8][C:7]([CH3:10])([CH3:9])[O:6][C:5](=[O:11])[CH:4]1[CH2:12][C:13]([OH:15])=O)[CH3:2].C(N(C(C)C)CC)(C)C.CN(C(O[N:33]1N=N[C:35]2[CH:36]=[CH:37][CH:38]=[N:39][C:34]1=2)=[N+](C)C)C.F[P-](F)(F)(F)(F)F.NC1C=CC=CN=1. The catalyst is CN(C=O)C. The product is [CH2:1]([N:3]1[CH2:8][C:7]([CH3:9])([CH3:10])[O:6][C:5](=[O:11])[CH:4]1[CH2:12][C:13]([NH:33][C:34]1[CH:35]=[CH:36][CH:37]=[CH:38][N:39]=1)=[O:15])[CH3:2]. The yield is 0.270. (3) The yield is 0.460. The catalyst is C(Cl)Cl.C([O-])(O)=O.[Na+]. The product is [C:13]([O:17][C:18]([N:20]1[CH2:25][C@@H:24]2[CH2:26][C@H:21]1[CH2:22][N:23]2[C:10]([C:2]1[NH:1][C:9]2[C:4]([CH:3]=1)=[CH:5][CH:6]=[CH:7][CH:8]=2)=[O:11])=[O:19])([CH3:16])([CH3:14])[CH3:15]. The reactants are [NH:1]1[C:9]2[C:4](=[CH:5][CH:6]=[CH:7][CH:8]=2)[CH:3]=[C:2]1[C:10](Cl)=[O:11].[C:13]([O:17][C:18]([N:20]1[CH2:25][C@@H:24]2[CH2:26][C@H:21]1[CH2:22][NH:23]2)=[O:19])([CH3:16])([CH3:15])[CH3:14]. (4) The reactants are [CH3:1][CH:2]1[NH:7][CH:6]([CH3:8])[CH2:5][N:4]([C:9]2[CH:16]=[CH:15][C:12]([CH:13]=[O:14])=[CH:11][CH:10]=2)[CH2:3]1.C([O-])([O-])=O.[K+].[K+].I[CH:24]([CH3:26])[CH3:25]. The catalyst is CC#N. The product is [CH:24]([N:7]1[CH:2]([CH3:1])[CH2:3][N:4]([C:9]2[CH:16]=[CH:15][C:12]([CH:13]=[O:14])=[CH:11][CH:10]=2)[CH2:5][CH:6]1[CH3:8])([CH3:26])[CH3:25]. The yield is 0.460. (5) The reactants are C([Li])(CC)C.[F:6][C:7]([F:22])([F:21])[O:8][C:9]1[CH:14]=[CH:13][CH:12]=[CH:11][C:10]=1[NH:15][C:16](=[O:20])[O:17][CH2:18][CH3:19].[I:23]I. The catalyst is C1CCCCC1.C1COCC1. The product is [I:23][C:11]1[CH:12]=[CH:13][CH:14]=[C:9]([O:8][C:7]([F:21])([F:22])[F:6])[C:10]=1[NH:15][C:16](=[O:20])[O:17][CH2:18][CH3:19]. The yield is 0.730. (6) The reactants are [CH:1]([Mg]Br)=[CH2:2].[Cl:5][CH2:6][CH2:7][C:8]([C:10]1[CH:15]=[CH:14][CH:13]=[CH:12][CH:11]=1)=[O:9]. The catalyst is C1COCC1. The product is [Cl:5][CH2:6][CH2:7][C:8]([C:10]1[CH:15]=[CH:14][CH:13]=[CH:12][CH:11]=1)([OH:9])[CH:1]=[CH2:2]. The yield is 0.940. (7) The catalyst is CC(C)=O. The yield is 0.450. The product is [Br:6][C:7]1[CH:12]=[CH:11][C:10]([CH:13]2[CH2:14][CH2:15][CH2:16][C:3]2=[O:5])=[CH:9][CH:8]=1. The reactants are OO.[CH:3]([OH:5])=O.[Br:6][C:7]1[CH:12]=[CH:11][C:10]([C:13]2C[CH2:16][CH2:15][CH:14]=2)=[CH:9][CH:8]=1.